Dataset: Forward reaction prediction with 1.9M reactions from USPTO patents (1976-2016). Task: Predict the product of the given reaction. (1) Given the reactants [C:1]([O:5][CH3:6])(=[O:4])[CH:2]=[CH2:3].[CH2:7]([NH2:14])[C:8]1[CH:13]=[CH:12][CH:11]=[CH:10][CH:9]=1, predict the reaction product. The product is: [CH3:6][O:5][C:1]([CH2:2][CH2:3][N:14]([CH2:7][C:8]1[CH:13]=[CH:12][CH:11]=[CH:10][CH:9]=1)[CH2:3][CH2:2][C:1]([O:5][CH3:6])=[O:4])=[O:4]. (2) Given the reactants C(OC([N:8]1[CH2:13][CH2:12][N:11]([C:14]2[C:15]3[C:30]([O:31][CH3:32])=[CH:29][N:28]=[CH:27][C:16]=3[N:17]=[C:18]([C:20]3[CH:25]=[CH:24][N:23]=[C:22](Cl)[CH:21]=3)[N:19]=2)[CH2:10][CH2:9]1)=O)(C)(C)C.[CH3:33][C:34]1[C:35]([NH2:40])=[N:36][CH:37]=[CH:38][CH:39]=1, predict the reaction product. The product is: [CH3:32][O:31][C:30]1[C:15]2[C:14]([N:11]3[CH2:12][CH2:13][NH:8][CH2:9][CH2:10]3)=[N:19][C:18]([C:20]3[CH:25]=[CH:24][N:23]=[C:22]([NH:40][C:35]4[C:34]([CH3:33])=[CH:39][CH:38]=[CH:37][N:36]=4)[CH:21]=3)=[N:17][C:16]=2[CH:27]=[N:28][CH:29]=1. (3) Given the reactants Cl[C:2]1[CH:11]=[C:10](Cl)[CH:9]=[C:8]2[C:3]=1[CH:4]=[CH:5][C:6]([C:13]1[CH:18]=[C:17]([CH3:19])[CH:16]=[C:15]([CH3:20])[CH:14]=1)=[N:7]2.[CH2:21](B(O)O)[CH:22]([CH3:24])[CH3:23].C1(P(C2CCCCC2)[C:35]2C=CC=[CH:37][C:36]=2[C:41]2C(OC)=CC=CC=2OC)CCCCC1.O.P([O-])([O-])([O-])=O.[K+].[K+].[K+], predict the reaction product. The product is: [CH3:20][C:15]1[CH:14]=[C:13]([C:6]2[CH:5]=[CH:4][C:3]3[C:8](=[CH:9][C:10]([CH2:35][CH:36]([CH3:41])[CH3:37])=[CH:11][C:2]=3[CH2:21][CH:22]([CH3:24])[CH3:23])[N:7]=2)[CH:18]=[C:17]([CH3:19])[CH:16]=1.